This data is from Peptide-MHC class I binding affinity with 185,985 pairs from IEDB/IMGT. The task is: Regression. Given a peptide amino acid sequence and an MHC pseudo amino acid sequence, predict their binding affinity value. This is MHC class I binding data. (1) The MHC is HLA-A01:01 with pseudo-sequence HLA-A01:01. The binding affinity (normalized) is 0. The peptide sequence is AYSKSLKELV. (2) The peptide sequence is SASNKPISNR. The MHC is Mamu-B8301 with pseudo-sequence Mamu-B8301. The binding affinity (normalized) is 0.610. (3) The peptide sequence is TVPWPNASLT. The MHC is Mamu-A01 with pseudo-sequence Mamu-A01. The binding affinity (normalized) is 0. (4) The peptide sequence is SLAADLEKL. The MHC is HLA-A02:06 with pseudo-sequence HLA-A02:06. The binding affinity (normalized) is 0.628. (5) The peptide sequence is GGAATCGKY. The MHC is HLA-B27:05 with pseudo-sequence HLA-B27:05. The binding affinity (normalized) is 0. (6) The peptide sequence is ISANANFSY. The MHC is HLA-B15:01 with pseudo-sequence HLA-B15:01. The binding affinity (normalized) is 0.506. (7) The MHC is HLA-A68:01 with pseudo-sequence HLA-A68:01. The peptide sequence is MMKLGISPSK. The binding affinity (normalized) is 0.594. (8) The peptide sequence is SSMNSDAAY. The MHC is HLA-B40:01 with pseudo-sequence HLA-B40:01. The binding affinity (normalized) is 0.0847. (9) The peptide sequence is VTSSVSSGY. The MHC is HLA-A23:01 with pseudo-sequence HLA-A23:01. The binding affinity (normalized) is 0.0847.